From a dataset of NCI-60 drug combinations with 297,098 pairs across 59 cell lines. Regression. Given two drug SMILES strings and cell line genomic features, predict the synergy score measuring deviation from expected non-interaction effect. (1) Drug 1: C1=C(C(=O)NC(=O)N1)N(CCCl)CCCl. Drug 2: CC1CCCC2(C(O2)CC(NC(=O)CC(C(C(=O)C(C1O)C)(C)C)O)C(=CC3=CSC(=N3)C)C)C. Cell line: PC-3. Synergy scores: CSS=10.6, Synergy_ZIP=-4.08, Synergy_Bliss=-0.799, Synergy_Loewe=-1.60, Synergy_HSA=-1.25. (2) Drug 1: CCC1=CC2CC(C3=C(CN(C2)C1)C4=CC=CC=C4N3)(C5=C(C=C6C(=C5)C78CCN9C7C(C=CC9)(C(C(C8N6C)(C(=O)OC)O)OC(=O)C)CC)OC)C(=O)OC.C(C(C(=O)O)O)(C(=O)O)O. Drug 2: CC1=C(C(CCC1)(C)C)C=CC(=CC=CC(=CC(=O)O)C)C. Cell line: EKVX. Synergy scores: CSS=18.5, Synergy_ZIP=-0.671, Synergy_Bliss=-2.83, Synergy_Loewe=-28.0, Synergy_HSA=-4.75.